This data is from NCI-60 drug combinations with 297,098 pairs across 59 cell lines. The task is: Regression. Given two drug SMILES strings and cell line genomic features, predict the synergy score measuring deviation from expected non-interaction effect. (1) Drug 1: CC(C1=C(C=CC(=C1Cl)F)Cl)OC2=C(N=CC(=C2)C3=CN(N=C3)C4CCNCC4)N. Drug 2: CC1C(C(CC(O1)OC2CC(CC3=C2C(=C4C(=C3O)C(=O)C5=C(C4=O)C(=CC=C5)OC)O)(C(=O)C)O)N)O.Cl. Cell line: HT29. Synergy scores: CSS=22.0, Synergy_ZIP=1.19, Synergy_Bliss=4.37, Synergy_Loewe=-7.68, Synergy_HSA=3.29. (2) Drug 1: CCC1(CC2CC(C3=C(CCN(C2)C1)C4=CC=CC=C4N3)(C5=C(C=C6C(=C5)C78CCN9C7C(C=CC9)(C(C(C8N6C=O)(C(=O)OC)O)OC(=O)C)CC)OC)C(=O)OC)O.OS(=O)(=O)O. Drug 2: CC1C(C(CC(O1)OC2CC(CC3=C2C(=C4C(=C3O)C(=O)C5=CC=CC=C5C4=O)O)(C(=O)C)O)N)O. Cell line: DU-145. Synergy scores: CSS=34.0, Synergy_ZIP=1.38, Synergy_Bliss=1.78, Synergy_Loewe=-1.19, Synergy_HSA=1.58.